Predict the reactants needed to synthesize the given product. From a dataset of Full USPTO retrosynthesis dataset with 1.9M reactions from patents (1976-2016). (1) Given the product [Br:1][C:2]1[CH:11]=[CH:10][C:9]2[C:4](=[CH:5][C:6]([S:19][CH3:18])=[CH:7][CH:8]=2)[CH:3]=1, predict the reactants needed to synthesize it. The reactants are: [Br:1][C:2]1[CH:11]=[CH:10][C:9]2[C:4](=[CH:5][C:6](Br)=[CH:7][CH:8]=2)[CH:3]=1.[Li]CCCC.[CH3:18][S:19]SC.O. (2) Given the product [Br:1][C:2]1[CH:3]=[C:4]([CH3:9])[C:5]([NH:8][CH3:13])=[N:6][CH:7]=1, predict the reactants needed to synthesize it. The reactants are: [Br:1][C:2]1[CH:3]=[C:4]([CH3:9])[C:5]([NH2:8])=[N:6][CH:7]=1.[H-].[Na+].I[CH3:13].[Na+].[Cl-].